Dataset: Reaction yield outcomes from USPTO patents with 853,638 reactions. Task: Predict the reaction yield, written as a fraction of the theoretical maximum amount of product (1.0 means a 100% yield; for example, 0.34 means a 34% yield). (1) The reactants are [NH2:1][C:2]1[C:7]([CH:8]=[CH:9]OCC)=[C:6]([C:13]([O:15][CH3:16])=[O:14])[N:5]=[C:4]([Cl:17])[N:3]=1.Cl. No catalyst specified. The product is [Cl:17][C:4]1[N:5]=[C:6]([C:13]([O:15][CH3:16])=[O:14])[C:7]2[CH:8]=[CH:9][NH:1][C:2]=2[N:3]=1. The yield is 0.240. (2) The reactants are [Br:1][C:2]1[CH:3]=[C:4]2[C:9](=[CH:10][CH:11]=1)[N:8]([C:12](=[O:14])[CH3:13])[C@@H:7]([CH3:15])[CH2:6][NH:5]2.C(N(CC)C(C)C)(C)C.[O:25]1[CH:29]=[CH:28][CH:27]=[C:26]1[C:30](Cl)=[O:31]. The catalyst is ClCCCl. The product is [Br:1][C:2]1[CH:3]=[C:4]2[C:9](=[CH:10][CH:11]=1)[N:8]([C:12](=[O:14])[CH3:13])[C@@H:7]([CH3:15])[CH2:6][N:5]2[C:30]([C:26]1[O:25][CH:29]=[CH:28][CH:27]=1)=[O:31]. The yield is 0.860. (3) The reactants are C(O[C:6]([N:8]1[CH2:11][CH:10]([O:12][C:13]2[CH:18]=[CH:17][C:16]([N:19]3[CH:24]=[CH:23][C:22]4[CH:25]=[C:26]([C:28]5[CH:33]=[CH:32][C:31]([Cl:34])=[CH:30][CH:29]=5)[S:27][C:21]=4[C:20]3=[O:35])=[CH:15][C:14]=2[F:36])[CH2:9]1)=O)(C)(C)C.C(O)(C(F)(F)F)=O.C=O.CC(O)=O.[BH3-]C#N.[Na+]. The product is [Cl:34][C:31]1[CH:32]=[CH:33][C:28]([C:26]2[S:27][C:21]3[C:20](=[O:35])[N:19]([C:16]4[CH:17]=[CH:18][C:13]([O:12][CH:10]5[CH2:9][N:8]([CH3:6])[CH2:11]5)=[C:14]([F:36])[CH:15]=4)[CH:24]=[CH:23][C:22]=3[CH:25]=2)=[CH:29][CH:30]=1. The catalyst is C(Cl)Cl. The yield is 0.740. (4) The reactants are [CH3:1][C@@:2]([OH:30])([C:26]([CH3:29])([CH3:28])[CH3:27])[C@@H:3]1[C@@:8]2([O:24][CH3:25])[C@@H:9]3[O:23][C:18]4=[C:19]([OH:22])[CH:20]=[CH:21][C:16]5=[C:17]4[C@:10]43[CH2:11][CH2:12][NH:13][C@H:14]([CH2:15]5)[C@@:5]4([CH2:6][CH2:7]2)[CH2:4]1.C([O-])(O)=O.[Na+].[CH:36]1([CH2:39]Br)[CH2:38][CH2:37]1. The catalyst is CN1CCCC1.O. The product is [CH3:1][C@@:2]([OH:30])([C:26]([CH3:29])([CH3:28])[CH3:27])[C@@H:3]1[C@:8]2([O:24][CH3:25])[C@@H:9]3[O:23][C:18]4=[C:19]([OH:22])[CH:20]=[CH:21][C:16]5=[C:17]4[C@:10]43[CH2:11][CH2:12][N:13]([CH2:39][CH:36]3[CH2:38][CH2:37]3)[C@H:14]([CH2:15]5)[C@@:5]4([CH2:6][CH2:7]2)[CH2:4]1. The yield is 0.860. (5) The reactants are [F:1][C:2]1[CH:10]=[C:9]([Br:11])[CH:8]=[CH:7][C:3]=1[C:4]([OH:6])=O.[C:12]([O:16][C:17](=[O:20])[NH:18][NH2:19])([CH3:15])([CH3:14])[CH3:13].ON1C2N=CC=CC=2N=N1.C(Cl)CCl. The catalyst is CN(C=O)C.O. The product is [Br:11][C:9]1[CH:8]=[CH:7][C:3]([C:4]([NH:19][NH:18][C:17]([O:16][C:12]([CH3:15])([CH3:14])[CH3:13])=[O:20])=[O:6])=[C:2]([F:1])[CH:10]=1. The yield is 0.730. (6) The reactants are [Cl:1][C:2]1[C:3]([NH:18][C:19]2[CH:24]=[CH:23][CH:22]=[CH:21][C:20]=2[S:25]([NH:28][CH3:29])(=[O:27])=[O:26])=[N:4][C:5]([NH:8][C:9]2[CH:14]=[CH:13][CH:12]=[C:11]([N+:15]([O-])=O)[CH:10]=2)=[N:6][CH:7]=1.CCN(C(C)C)C(C)C.[C:39](Cl)(=[O:42])[CH:40]=[CH2:41]. The catalyst is C(Cl)Cl. The product is [Cl:1][C:2]1[C:3]([NH:18][C:19]2[CH:24]=[CH:23][CH:22]=[CH:21][C:20]=2[S:25](=[O:27])(=[O:26])[NH:28][CH3:29])=[N:4][C:5]([NH:8][C:9]2[CH:10]=[C:11]([NH:15][C:39](=[O:42])[CH:40]=[CH2:41])[CH:12]=[CH:13][CH:14]=2)=[N:6][CH:7]=1. The yield is 0.464. (7) The reactants are [CH3:1][S:2]([NH2:5])(=[O:4])=[O:3].[H-].[Na+].Cl[CH2:9][CH2:10][C:11]([C:13]1[CH:18]=[CH:17][CH:16]=[CH:15][CH:14]=1)=[O:12].O. The catalyst is CN(C)C=O. The product is [CH3:1][S:2]([NH:5][CH2:9][CH2:10][C:11]([C:13]1[CH:18]=[CH:17][CH:16]=[CH:15][CH:14]=1)=[O:12])(=[O:4])=[O:3]. The yield is 0.210.